This data is from Peptide-MHC class I binding affinity with 185,985 pairs from IEDB/IMGT. The task is: Regression. Given a peptide amino acid sequence and an MHC pseudo amino acid sequence, predict their binding affinity value. This is MHC class I binding data. (1) The peptide sequence is VERRLVKVL. The MHC is HLA-B07:02 with pseudo-sequence HLA-B07:02. The binding affinity (normalized) is 0.0847. (2) The peptide sequence is RPRRASSPF. The MHC is HLA-B15:17 with pseudo-sequence HLA-B15:17. The binding affinity (normalized) is 0.482. (3) The peptide sequence is FRYNGLIHR. The MHC is HLA-B42:01 with pseudo-sequence HLA-B42:01. The binding affinity (normalized) is 0. (4) The peptide sequence is YLAGAGLLF. The MHC is HLA-A24:02 with pseudo-sequence HLA-A24:02. The binding affinity (normalized) is 0.690. (5) The peptide sequence is LQIPFAMQM. The MHC is HLA-A03:01 with pseudo-sequence HLA-A03:01. The binding affinity (normalized) is 0.0847. (6) The peptide sequence is TCNDHYLCLR. The binding affinity (normalized) is 0.392. The MHC is HLA-A33:01 with pseudo-sequence HLA-A33:01. (7) The peptide sequence is ASITPNNLNK. The MHC is HLA-A31:01 with pseudo-sequence HLA-A31:01. The binding affinity (normalized) is 0.643. (8) The peptide sequence is MMARDTAEA. The MHC is HLA-A30:02 with pseudo-sequence HLA-A30:02. The binding affinity (normalized) is 0.510. (9) The peptide sequence is IVLPEKDSW. The MHC is HLA-A68:02 with pseudo-sequence HLA-A68:02. The binding affinity (normalized) is 0.